Dataset: Forward reaction prediction with 1.9M reactions from USPTO patents (1976-2016). Task: Predict the product of the given reaction. (1) Given the reactants [CH:1]1([C:7]#[C:8][C:9]2[CH:10]=[CH:11][C:12]([C:15]#[N:16])=[N:13][CH:14]=2)[CH2:6][CH2:5][CH2:4][CH2:3][CH2:2]1.[H][H], predict the reaction product. The product is: [CH:1]1(/[CH:7]=[CH:8]\[C:9]2[CH:10]=[CH:11][C:12]([C:15]#[N:16])=[N:13][CH:14]=2)[CH2:6][CH2:5][CH2:4][CH2:3][CH2:2]1. (2) The product is: [CH:23]1([CH2:28][NH:1][C@@H:2]2[CH2:7][CH2:6][C@@H:5]([CH2:8][C:9]([O:11][CH3:12])=[O:10])[CH2:4][C@H:3]2[C:13]2[CH:18]=[CH:17][C:16]([C:19]([F:20])([F:21])[F:22])=[CH:15][CH:14]=2)[CH2:27][CH2:26][CH2:25][CH2:24]1. Given the reactants [NH2:1][C@@H:2]1[CH2:7][CH2:6][C@@H:5]([CH2:8][C:9]([O:11][CH3:12])=[O:10])[CH2:4][C@H:3]1[C:13]1[CH:18]=[CH:17][C:16]([C:19]([F:22])([F:21])[F:20])=[CH:15][CH:14]=1.[CH:23]1([CH:28]=O)[CH2:27][CH2:26][CH2:25][CH2:24]1.[BH4-].[Na+], predict the reaction product.